Dataset: Forward reaction prediction with 1.9M reactions from USPTO patents (1976-2016). Task: Predict the product of the given reaction. (1) Given the reactants C1CN(C(CNCC2C=CC3OCOC=3C=2)=O)CC1.Br[CH2:21][C:22]1[CH:27]=[CH:26][C:25]([CH2:28][CH2:29][N:30]2[CH:35]=[CH:34][C:33]([O:36][CH2:37][C:38]3[N:39]=[N:40][CH:41]=[CH:42][CH:43]=3)=[CH:32][C:31]2=[O:44])=[CH:24][CH:23]=1.[NH:45]1[CH2:50][CH2:49][CH:48]([NH:51][C:52](=[O:54])[CH3:53])[CH2:47][CH2:46]1, predict the reaction product. The product is: [O:44]=[C:31]1[CH:32]=[C:33]([O:36][CH2:37][C:38]2[N:39]=[N:40][CH:41]=[CH:42][CH:43]=2)[CH:34]=[CH:35][N:30]1[CH2:29][CH2:28][C:25]1[CH:26]=[CH:27][C:22]([CH2:21][N:45]2[CH2:50][CH2:49][CH:48]([NH:51][C:52](=[O:54])[CH3:53])[CH2:47][CH2:46]2)=[CH:23][CH:24]=1. (2) Given the reactants [N:1]([CH2:4][CH2:5][CH2:6][C:7]1([C:31]2[CH:36]=[CH:35][CH:34]=[CH:33][CH:32]=2)[N:11]([C:12]([NH:14]C(=O)C2C=CC=CC=2)=[S:13])[N:10]=[C:9]([C:23]2[CH:28]=[C:27]([F:29])[CH:26]=[CH:25][C:24]=2[F:30])[S:8]1)=[N+:2]=[N-:3].NN, predict the reaction product. The product is: [N:1]([CH2:4][CH2:5][CH2:6][C:7]1([C:31]2[CH:36]=[CH:35][CH:34]=[CH:33][CH:32]=2)[N:11]([C:12](=[S:13])[NH2:14])[N:10]=[C:9]([C:23]2[CH:28]=[C:27]([F:29])[CH:26]=[CH:25][C:24]=2[F:30])[S:8]1)=[N+:2]=[N-:3]. (3) The product is: [C:12]1([C:11]([O:18][CH3:19])=[O:17])([C:13]([O:15][CH3:16])=[O:14])[CH2:3][CH2:2]1. Given the reactants Cl[CH2:2][CH2:3]Cl.C(=O)([O-])[O-].[K+].[K+].[C:11]([O:18][CH3:19])(=[O:17])[CH2:12][C:13]([O:15][CH3:16])=[O:14], predict the reaction product. (4) Given the reactants [CH2:1]([O:3][CH2:4][CH2:5][NH2:6])[CH3:2].O1CCOCC1.[OH-].[Na+].[C:15](O[C:15]([O:17][C:18]([CH3:21])([CH3:20])[CH3:19])=[O:16])([O:17][C:18]([CH3:21])([CH3:20])[CH3:19])=[O:16], predict the reaction product. The product is: [CH2:1]([O:3][CH2:4][CH2:5][NH:6][C:15](=[O:16])[O:17][C:18]([CH3:21])([CH3:20])[CH3:19])[CH3:2]. (5) Given the reactants [CH:1]([C:9]1[NH:13][C:12]2[CH:14]=[CH:15][CH:16]=[CH:17][C:11]=2[N:10]=1)=[CH:2][C:3]1[CH:8]=[CH:7][CH:6]=[CH:5][CH:4]=1.[F:18][C:19]1[CH:24]=[CH:23][CH:22]=[C:21](F)[N:20]=1.N1C=CC=CC=1N1C2C=CC=CC=2N=C1/C=C/C1C=CC=CC=1.[ClH:49], predict the reaction product. The product is: [ClH:49].[F:18][C:19]1[N:20]=[C:21]([N:13]2[C:12]3[CH:14]=[CH:15][CH:16]=[CH:17][C:11]=3[N:10]=[C:9]2/[CH:1]=[CH:2]/[C:3]2[CH:4]=[CH:5][CH:6]=[CH:7][CH:8]=2)[CH:22]=[CH:23][CH:24]=1. (6) Given the reactants [OH:1][CH2:2][C:3]1[CH:4]=[C:5]([C:9]2[C:14]([CH3:15])=[CH:13][C:12]([OH:16])=[CH:11][C:10]=2[CH3:17])[CH:6]=[CH:7][CH:8]=1.[CH2:18]([S:20][CH2:21][CH2:22]Cl)[CH3:19].C(=O)([O-])[O-].[K+].[K+].[I-].[K+], predict the reaction product. The product is: [CH2:18]([S:20][CH2:21][CH2:22][O:16][C:12]1[CH:11]=[C:10]([CH3:17])[C:9]([C:5]2[CH:6]=[CH:7][CH:8]=[C:3]([CH2:2][OH:1])[CH:4]=2)=[C:14]([CH3:15])[CH:13]=1)[CH3:19]. (7) Given the reactants Br[C:2]1[CH:7]=[CH:6][C:5]([C:8]2([C:11]3[N:15]4[CH2:16][CH2:17][S:18][C:19]([CH2:22][O:23][Si:24]([C:27]([CH3:30])([CH3:29])[CH3:28])([CH3:26])[CH3:25])([CH3:21])[CH2:20][C:14]4=[N:13][N:12]=3)[CH2:10][CH2:9]2)=[CH:4][CH:3]=1.[CH3:31][O:32][C:33]1[CH:38]=[CH:37][C:36](B2OC(C)(C)C(C)(C)O2)=[CH:35][N:34]=1.C(=O)([O-])[O-].[K+].[K+].C(=O)([O-])O.[Na+], predict the reaction product. The product is: [Si:24]([O:23][CH2:22][C:19]1([CH3:21])[S:18][CH2:17][CH2:16][N:15]2[C:11]([C:8]3([C:5]4[CH:6]=[CH:7][C:2]([C:36]5[CH:35]=[N:34][C:33]([O:32][CH3:31])=[CH:38][CH:37]=5)=[CH:3][CH:4]=4)[CH2:10][CH2:9]3)=[N:12][N:13]=[C:14]2[CH2:20]1)([C:27]([CH3:30])([CH3:29])[CH3:28])([CH3:26])[CH3:25]. (8) Given the reactants [CH3:1][O:2][C:3]([C:5]1[CH:6]=[C:7]([CH:11]=[C:12]([N+:14]([O-])=O)[CH:13]=1)[C:8]([OH:10])=[O:9])=[O:4], predict the reaction product. The product is: [NH2:14][C:12]1[CH:11]=[C:7]([CH:6]=[C:5]([C:3]([O:2][CH3:1])=[O:4])[CH:13]=1)[C:8]([OH:10])=[O:9]. (9) Given the reactants [NH:1]1[CH:6]=[CH:5][C:4](=[O:7])[NH:3][C:2]1=[O:8].F[C:10]1[CH:15]=[CH:14][C:13]([N+:16]([O-:18])=[O:17])=[CH:12][CH:11]=1.C([O-])([O-])=O.[Cs+].[Cs+].O, predict the reaction product. The product is: [N+:16]([C:13]1[CH:14]=[CH:15][C:10]([N:1]2[CH:6]=[CH:5][C:4](=[O:7])[NH:3][C:2]2=[O:8])=[CH:11][CH:12]=1)([O-:18])=[O:17]. (10) Given the reactants [Li]CCCC.[Cl:6][C:7]1[CH:12]=[C:11]([Cl:13])[CH:10]=[C:9]([Cl:14])[N:8]=1.[CH:15](OCC)=[O:16], predict the reaction product. The product is: [Cl:6][C:7]1[C:12]([CH:15]=[O:16])=[C:11]([Cl:13])[CH:10]=[C:9]([Cl:14])[N:8]=1.